The task is: Regression. Given two drug SMILES strings and cell line genomic features, predict the synergy score measuring deviation from expected non-interaction effect.. This data is from NCI-60 drug combinations with 297,098 pairs across 59 cell lines. (1) Drug 1: CNC(=O)C1=CC=CC=C1SC2=CC3=C(C=C2)C(=NN3)C=CC4=CC=CC=N4. Drug 2: C1CC(=O)NC(=O)C1N2C(=O)C3=CC=CC=C3C2=O. Cell line: HS 578T. Synergy scores: CSS=5.43, Synergy_ZIP=4.15, Synergy_Bliss=11.3, Synergy_Loewe=6.59, Synergy_HSA=8.51. (2) Drug 1: CN1C(=O)N2C=NC(=C2N=N1)C(=O)N. Drug 2: N.N.Cl[Pt+2]Cl. Cell line: SF-295. Synergy scores: CSS=24.6, Synergy_ZIP=-2.17, Synergy_Bliss=-5.21, Synergy_Loewe=-34.6, Synergy_HSA=-6.60. (3) Drug 1: C1=CC(=C2C(=C1NCCNCCO)C(=O)C3=C(C=CC(=C3C2=O)O)O)NCCNCCO. Drug 2: CC1=CC=C(C=C1)C2=CC(=NN2C3=CC=C(C=C3)S(=O)(=O)N)C(F)(F)F. Cell line: SNB-19. Synergy scores: CSS=45.4, Synergy_ZIP=2.34, Synergy_Bliss=-0.182, Synergy_Loewe=-35.5, Synergy_HSA=0.326. (4) Drug 1: CNC(=O)C1=NC=CC(=C1)OC2=CC=C(C=C2)NC(=O)NC3=CC(=C(C=C3)Cl)C(F)(F)F. Drug 2: C1CNP(=O)(OC1)N(CCCl)CCCl. Cell line: UO-31. Synergy scores: CSS=-4.46, Synergy_ZIP=3.39, Synergy_Bliss=2.95, Synergy_Loewe=-1.27, Synergy_HSA=-1.88. (5) Drug 1: C1=CC=C(C=C1)NC(=O)CCCCCCC(=O)NO. Drug 2: C1=NC2=C(N1)C(=S)N=CN2. Cell line: HS 578T. Synergy scores: CSS=18.7, Synergy_ZIP=-8.79, Synergy_Bliss=1.35, Synergy_Loewe=-4.06, Synergy_HSA=2.59. (6) Drug 1: CNC(=O)C1=CC=CC=C1SC2=CC3=C(C=C2)C(=NN3)C=CC4=CC=CC=N4. Drug 2: CC1C(C(CC(O1)OC2CC(CC3=C2C(=C4C(=C3O)C(=O)C5=CC=CC=C5C4=O)O)(C(=O)C)O)N)O. Cell line: MDA-MB-231. Synergy scores: CSS=34.6, Synergy_ZIP=1.47, Synergy_Bliss=0.721, Synergy_Loewe=-24.1, Synergy_HSA=-1.99. (7) Drug 1: CC1=C(C=C(C=C1)C(=O)NC2=CC(=CC(=C2)C(F)(F)F)N3C=C(N=C3)C)NC4=NC=CC(=N4)C5=CN=CC=C5. Drug 2: CC12CCC3C(C1CCC2OP(=O)(O)O)CCC4=C3C=CC(=C4)OC(=O)N(CCCl)CCCl.[Na+]. Cell line: CCRF-CEM. Synergy scores: CSS=-2.39, Synergy_ZIP=2.68, Synergy_Bliss=0.355, Synergy_Loewe=-3.17, Synergy_HSA=-2.98.